From a dataset of Forward reaction prediction with 1.9M reactions from USPTO patents (1976-2016). Predict the product of the given reaction. (1) Given the reactants [C:1]([O:5][C:6](=[O:35])[NH:7][C:8]1([C:12]2[CH:17]=[CH:16][C:15]([C:18]3[C:27]([C:28]4[CH:33]=[CH:32][CH:31]=[CH:30][CH:29]=4)=[CH:26][C:25]4[C:24](=S)[NH:23][CH2:22][CH2:21][C:20]=4[N:19]=3)=[CH:14][CH:13]=2)[CH2:11][CH2:10][CH2:9]1)([CH3:4])([CH3:3])[CH3:2].[C:36](OCC)(=[O:39])[NH:37][NH2:38], predict the reaction product. The product is: [C:1]([O:5][C:6](=[O:35])[NH:7][C:8]1([C:12]2[CH:17]=[CH:16][C:15]([C:18]3[C:27]([C:28]4[CH:33]=[CH:32][CH:31]=[CH:30][CH:29]=4)=[CH:26][C:25]4[C:24]5=[N:38][NH:37][C:36](=[O:39])[N:23]5[CH2:22][CH2:21][C:20]=4[N:19]=3)=[CH:14][CH:13]=2)[CH2:11][CH2:10][CH2:9]1)([CH3:4])([CH3:3])[CH3:2]. (2) Given the reactants [CH3:1][C:2]1[N:3]=[C:4]([CH:8]=O)[NH:5][C:6]=1[CH3:7].[CH2:10]([NH2:15])[CH2:11][CH:12]([CH3:14])[CH3:13], predict the reaction product. The product is: [CH3:1][C:2]1[N:3]=[C:4]([CH2:8][NH:15][CH2:10][CH2:11][CH:12]([CH3:14])[CH3:13])[NH:5][C:6]=1[CH3:7]. (3) Given the reactants [OH:1][C:2]1[CH:3]=[C:4]([CH:14]=[C:15]([O:17][C@@H:18]([CH3:22])[CH2:19][O:20][CH3:21])[CH:16]=1)[C:5]([NH:7][C:8]1[CH:12]=[CH:11][N:10]([CH3:13])[N:9]=1)=[O:6].C[Si](C)(C)[N-][Si](C)(C)C.[Na+].C1COCC1.F[C:39]1[CH:46]=[CH:45][C:42]([C:43]#[N:44])=[CH:41][CH:40]=1, predict the reaction product. The product is: [C:43]([C:42]1[CH:45]=[CH:46][C:39]([O:1][C:2]2[CH:3]=[C:4]([CH:14]=[C:15]([O:17][C@@H:18]([CH3:22])[CH2:19][O:20][CH3:21])[CH:16]=2)[C:5]([NH:7][C:8]2[CH:12]=[CH:11][N:10]([CH3:13])[N:9]=2)=[O:6])=[CH:40][CH:41]=1)#[N:44]. (4) Given the reactants [C:1]([CH:5]1[CH2:10][CH2:9][CH:8]([C:11]2[CH:12]=[C:13]([NH:17][C:18](=[O:29])[CH2:19][C:20]3[CH:25]=[CH:24][C:23]([OH:26])=[C:22]([O:27][CH3:28])[CH:21]=3)[CH:14]=[CH:15][CH:16]=2)[CH2:7][CH2:6]1)([CH3:4])([CH3:3])[CH3:2].C(N(CC)CC)C.[C:37](Cl)(=[O:39])[CH3:38], predict the reaction product. The product is: [C:37]([O:26][C:23]1[CH:24]=[CH:25][C:20]([CH2:19][C:18]([NH:17][C:13]2[CH:14]=[CH:15][CH:16]=[C:11]([CH:8]3[CH2:9][CH2:10][CH:5]([C:1]([CH3:4])([CH3:2])[CH3:3])[CH2:6][CH2:7]3)[CH:12]=2)=[O:29])=[CH:21][C:22]=1[O:27][CH3:28])(=[O:39])[CH3:38]. (5) Given the reactants [NH:1]1[C:9]2[C:4](=[CH:5][C:6]([NH:10][C:11]([C:13]3[O:17][C:16]([N:18]4[CH2:23][CH2:22][CH2:21][CH:20]([CH3:24])[CH2:19]4)=[N:15][C:14]=3[C:25]([F:28])([F:27])[F:26])=[O:12])=[CH:7][CH:8]=2)[CH:3]=[CH:2]1.C(=O)([O-])[O-].[Cs+].[Cs+].[F:35][C:36]1[CH:41]=[CH:40][CH:39]=[CH:38][C:37]=1[NH:42][C:43](=[O:46])[CH:44]=[CH2:45], predict the reaction product. The product is: [F:35][C:36]1[CH:41]=[CH:40][CH:39]=[CH:38][C:37]=1[NH:42][C:43](=[O:46])[CH2:44][CH2:45][N:1]1[C:9]2[C:4](=[CH:5][C:6]([NH:10][C:11]([C:13]3[O:17][C:16]([N:18]4[CH2:23][CH2:22][CH2:21][CH:20]([CH3:24])[CH2:19]4)=[N:15][C:14]=3[C:25]([F:27])([F:28])[F:26])=[O:12])=[CH:7][CH:8]=2)[CH:3]=[CH:2]1. (6) Given the reactants OC(C(F)(F)F)=O.[NH:8]1[CH2:11][CH:10]([NH:12][C:13](=[O:33])[CH2:14][NH:15][C:16]2[C:24]3[C:19](=[CH:20][CH:21]=[C:22]([C:25]([F:28])([F:27])[F:26])[CH:23]=3)[N:18]([S:29]([CH3:32])(=[O:31])=[O:30])[N:17]=2)[CH2:9]1.[CH3:34][O:35][C:36]1[N:41]=[CH:40][C:39]([CH:42]2[CH2:47][CH2:46][C:45](=O)[CH2:44][CH2:43]2)=[CH:38][CH:37]=1, predict the reaction product. The product is: [CH3:32][S:29]([N:18]1[C:19]2[C:24](=[CH:23][C:22]([C:25]([F:27])([F:28])[F:26])=[CH:21][CH:20]=2)[C:16]([NH:15][CH2:14][C:13]([NH:12][CH:10]2[CH2:11][N:8]([CH:45]3[CH2:46][CH2:47][CH:42]([C:39]4[CH:40]=[N:41][C:36]([O:35][CH3:34])=[CH:37][CH:38]=4)[CH2:43][CH2:44]3)[CH2:9]2)=[O:33])=[N:17]1)(=[O:31])=[O:30]. (7) Given the reactants [N:1]([Si](C)(C)C)=[N+:2]=[N-:3].[CH3:8][O:9][C:10]1[CH:15]=[CH:14][CH:13]=[CH:12][C:11]=1[C:16]1[N:24]2[C:19]([CH:20]=[N:21][C:22]([C:25]#[N:26])=[N:23]2)=[CH:18][CH:17]=1.C1(C)C=CC=CC=1.C([Sn](CCCC)=O)CCC, predict the reaction product. The product is: [CH3:8][O:9][C:10]1[CH:15]=[CH:14][CH:13]=[CH:12][C:11]=1[C:16]1[N:24]2[C:19]([CH:20]=[N:21][C:22]([C:25]3[NH:26][N:3]=[N:2][N:1]=3)=[N:23]2)=[CH:18][CH:17]=1. (8) The product is: [ClH:15].[OH:48][C@H:47]([CH2:46][OH:45])[CH2:49][N:39]1[CH2:38][CH2:37][C:36]2[CH:42]=[CH:43][C:33]([C:30]3[N:29]=[C:28]([C:23]4[CH:24]=[C:25]([C:26]#[N:27])[C:20]([NH:19][CH:17]([CH3:16])[CH3:18])=[N:21][CH:22]=4)[O:32][N:31]=3)=[C:34]([CH3:44])[C:35]=2[CH2:41][CH2:40]1. Given the reactants C(O[BH-](OC(=O)C)OC(=O)C)(=O)C.[Na+].[ClH:15].[CH3:16][CH:17]([NH:19][C:20]1[C:25]([C:26]#[N:27])=[CH:24][C:23]([C:28]2[O:32][N:31]=[C:30]([C:33]3[CH:43]=[CH:42][C:36]4[CH2:37][CH2:38][NH:39][CH2:40][CH2:41][C:35]=4[C:34]=3[CH3:44])[N:29]=2)=[CH:22][N:21]=1)[CH3:18].[O:45]=[CH:46][C@@H:47]([CH2:49]O)[OH:48].C(=O)([O-])O.[Na+], predict the reaction product. (9) Given the reactants Cl.[NH2:2][OH:3].C(=O)(O)[O-].[Na+].[C:9](#[N:17])[CH2:10][CH2:11][CH2:12][CH2:13][CH2:14][CH2:15][CH3:16].C1(C)C=CC=CC=1, predict the reaction product. The product is: [OH:3][NH:2][C:9](=[NH:17])[CH2:10][CH2:11][CH2:12][CH2:13][CH2:14][CH2:15][CH3:16].